From a dataset of Reaction yield outcomes from USPTO patents with 853,638 reactions. Predict the reaction yield, written as a fraction of the theoretical maximum amount of product (1.0 means a 100% yield; for example, 0.34 means a 34% yield). (1) The reactants are [S:1](=[O:5])(=O)([OH:3])[OH:2].[CH:6]1([P:12]([CH:25]2[CH2:30][CH2:29][CH2:28][CH2:27][CH2:26]2)[CH:13]2[CH2:18][CH2:17][CH:16]([C:19]3[CH:24]=[CH:23][CH:22]=[CH:21][CH:20]=3)[CH2:15][CH2:14]2)[CH2:11][CH2:10][CH2:9][CH2:8][CH2:7]1. The catalyst is O. The product is [CH:25]1([P:12]([CH:6]2[CH2:7][CH2:8][CH2:9][CH2:10][CH2:11]2)[CH:13]2[CH2:14][CH2:15][CH:16]([C:19]3[CH:20]=[CH:21][C:22]([S:1]([OH:3])(=[O:5])=[O:2])=[CH:23][CH:24]=3)[CH2:17][CH2:18]2)[CH2:26][CH2:27][CH2:28][CH2:29][CH2:30]1. The yield is 0.820. (2) The reactants are [Cl:1][C:2]1[CH:3]=[C:4]2[C:8](=[C:9]([CH:11]([O:13][CH2:14][C:15]3([C:28]4[CH:33]=[CH:32][C:31]([F:34])=[CH:30][CH:29]=4)[CH2:20][CH2:19][N:18]([C:21](OC(C)(C)C)=O)[CH2:17][CH2:16]3)[CH3:12])[CH:10]=1)[NH:7][CH:6]=[C:5]2[C:35]#[N:36].C(O)(C(F)(F)F)=O.C=O.C(O[BH-](OC(=O)C)OC(=O)C)(=O)C.[Na+]. The catalyst is C(N(CC)CC)C. The product is [Cl:1][C:2]1[CH:3]=[C:4]2[C:8](=[C:9]([CH:11]([O:13][CH2:14][C:15]3([C:28]4[CH:33]=[CH:32][C:31]([F:34])=[CH:30][CH:29]=4)[CH2:20][CH2:19][N:18]([CH3:21])[CH2:17][CH2:16]3)[CH3:12])[CH:10]=1)[NH:7][CH:6]=[C:5]2[C:35]#[N:36]. The yield is 0.940. (3) The reactants are [NH2:1][C:2]1[CH:7]=[C:6]([F:8])[CH:5]=[CH:4][C:3]=1[S:9][CH2:10][C:11]1[CH:12]=[C:13]([CH:18]=[CH:19][CH:20]=1)[C:14]([O:16][CH3:17])=[O:15].[O:21]1[C:25]2[CH:26]=[CH:27][CH:28]=[CH:29][C:24]=2[CH:23]=[C:22]1[S:30](Cl)(=[O:32])=[O:31]. The catalyst is N1C=CC=CC=1. The product is [O:21]1[C:25]2[CH:26]=[CH:27][CH:28]=[CH:29][C:24]=2[CH:23]=[C:22]1[S:30]([NH:1][C:2]1[CH:7]=[C:6]([F:8])[CH:5]=[CH:4][C:3]=1[S:9][CH2:10][C:11]1[CH:12]=[C:13]([CH:18]=[CH:19][CH:20]=1)[C:14]([O:16][CH3:17])=[O:15])(=[O:32])=[O:31]. The yield is 0.500. (4) The reactants are [NH:1]([C:21]([O:23][C:24]([CH3:27])([CH3:26])[CH3:25])=[O:22])[C@H:2]([C:18](O)=[O:19])[CH2:3][CH2:4][CH2:5][CH2:6][NH:7][C:8]([O:10][CH2:11][C:12]1[CH:17]=[CH:16][CH:15]=[CH:14][CH:13]=1)=[O:9].O[N:29]1C(=O)CCC1=O.CC(C)N=C=NC(C)C.Cl. The catalyst is O1CCCC1.CCOC(C)=O. The product is [NH:1]([C:21]([O:23][C:24]([CH3:27])([CH3:26])[CH3:25])=[O:22])[C@H:2]([C:18]([NH2:29])=[O:19])[CH2:3][CH2:4][CH2:5][CH2:6][NH:7][C:8]([O:10][CH2:11][C:12]1[CH:17]=[CH:16][CH:15]=[CH:14][CH:13]=1)=[O:9]. The yield is 0.920. (5) The reactants are [Si]([O:8][CH2:9][C@H:10]1[C:19]2([CH2:21][CH2:20]2)[C@@H:18]([N:22]2[CH:27]=[CH:26][C:25](=[O:28])[NH:24][C:23]2=[O:29])[C@@H:12]2[O:13]C(C)(C)[O:15][C@H:11]12)(C(C)(C)C)(C)C. The catalyst is C(O)(C(F)(F)F)=O.O. The product is [OH:13][C@@H:12]1[C@H:11]([OH:15])[C@@H:10]([CH2:9][OH:8])[C:19]2([CH2:21][CH2:20]2)[C@H:18]1[N:22]1[CH:27]=[CH:26][C:25](=[O:28])[NH:24][C:23]1=[O:29]. The yield is 0.790. (6) The reactants are Cl[C:2]1[N:3]=[CH:4][CH:5]=[C:6]2[CH:10]=[CH:9][NH:8][C:7]=12.[C:11]([NH2:15])(=[O:14])[CH2:12][CH3:13]. No catalyst specified. The product is [NH:8]1[C:7]2=[C:2]([NH:15][C:11](=[O:14])[CH2:12][CH3:13])[N:3]=[CH:4][CH:5]=[C:6]2[CH:10]=[CH:9]1. The yield is 0.150.